From a dataset of Full USPTO retrosynthesis dataset with 1.9M reactions from patents (1976-2016). Predict the reactants needed to synthesize the given product. (1) The reactants are: [CH3:1][C:2]1[N:7]=[CH:6][C:5]([CH:8]=[O:9])=[CH:4][N:3]=1.CO.[BH4-].[Na+]. Given the product [CH3:1][C:2]1[N:7]=[CH:6][C:5]([CH2:8][OH:9])=[CH:4][N:3]=1, predict the reactants needed to synthesize it. (2) Given the product [CH2:1]([O:3][C:4]1[CH:9]=[CH:8][C:7]([O:10][CH2:11][C:12]2[CH:13]=[CH:14][C:15]([O:18][CH2:19][C:20]3[N:21]=[C:22]([C:26]4[CH:31]=[CH:30][CH:29]=[CH:28][CH:27]=4)[O:23][C:24]=3[CH3:25])=[CH:16][CH:17]=2)=[CH:6][C:5]=1[CH2:32][C:33]([OH:35])=[O:34])[CH3:2], predict the reactants needed to synthesize it. The reactants are: [CH2:1]([O:3][C:4]1[CH:9]=[CH:8][C:7]([O:10][CH2:11][C:12]2[CH:17]=[CH:16][C:15]([O:18][CH2:19][C:20]3[N:21]=[C:22]([C:26]4[CH:31]=[CH:30][CH:29]=[CH:28][CH:27]=4)[O:23][C:24]=3[CH3:25])=[CH:14][CH:13]=2)=[CH:6][C:5]=1[CH2:32][C:33]([O:35]C)=[O:34])[CH3:2].O1CCCC1.[OH-].[Na+].Cl.